From a dataset of Catalyst prediction with 721,799 reactions and 888 catalyst types from USPTO. Predict which catalyst facilitates the given reaction. (1) Reactant: [C:1]([C:3]1[CH:11]=[CH:10][C:6]([C:7]([OH:9])=[O:8])=[C:5]([F:12])[CH:4]=1)#[N:2]. Product: [NH2:2][CH2:1][C:3]1[CH:11]=[CH:10][C:6]([C:7]([OH:9])=[O:8])=[C:5]([F:12])[CH:4]=1. The catalyst class is: 105. (2) Reactant: [F:1][C:2]1[CH:3]=[C:4]([C:8]2[C:17]3[C:12](=[CH:13][CH:14]=[C:15]([O:18][CH3:19])[CH:16]=3)[NH:11][C:10](=[O:20])[C:9]=2[C:21]#[N:22])[CH:5]=[CH:6][CH:7]=1.[H-].[Na+].[CH2:25](I)[CH:26]=[CH2:27]. Product: [CH2:27]([N:11]1[C:12]2[C:17](=[CH:16][C:15]([O:18][CH3:19])=[CH:14][CH:13]=2)[C:8]([C:4]2[CH:5]=[CH:6][CH:7]=[C:2]([F:1])[CH:3]=2)=[C:9]([C:21]#[N:22])[C:10]1=[O:20])[CH:26]=[CH2:25]. The catalyst class is: 9. (3) Reactant: [C:1]([O:5][C:6]([N:8]1[CH2:13][CH2:12][N:11]([CH2:14][C:15]2[C:16]([C:28]([F:31])([F:30])[F:29])=[CH:17][C:18]3[C:23](=[O:24])O[C:21](=[O:25])[NH:20][C:19]=3[C:26]=2[Cl:27])[CH2:10][CH2:9]1)=[O:7])([CH3:4])([CH3:3])[CH3:2].[Cl:32][C:33]1[CH:34]=[CH:35][C:36]([S:41]([CH2:44][CH3:45])(=[O:43])=[O:42])=[C:37]([NH:39][NH2:40])[CH:38]=1. Product: [C:1]([O:5][C:6]([N:8]1[CH2:13][CH2:12][N:11]([CH2:14][C:15]2[C:26]([Cl:27])=[C:19]3[C:18]([C:23](=[O:24])[N:40]([NH:39][C:37]4[CH:38]=[C:33]([Cl:32])[CH:34]=[CH:35][C:36]=4[S:41]([CH2:44][CH3:45])(=[O:43])=[O:42])[C:21](=[O:25])[NH:20]3)=[CH:17][C:16]=2[C:28]([F:29])([F:30])[F:31])[CH2:10][CH2:9]1)=[O:7])([CH3:2])([CH3:4])[CH3:3]. The catalyst class is: 1. (4) Reactant: C([N:20]1[CH:24]=[C:23]([CH:25]=O)[N:22]=[CH:21]1)(C1C=CC=CC=1)(C1C=CC=CC=1)C1C=CC=CC=1.[C:27]1([Mg]Br)[CH:32]=[CH:31][CH:30]=[CH:29][CH:28]=1.[NH4+].[Cl-]. Product: [CH2:25]([C:23]1[N:22]=[CH:21][NH:20][CH:24]=1)[C:27]1[CH:32]=[CH:31][CH:30]=[CH:29][CH:28]=1. The catalyst class is: 1.